This data is from Blood-brain barrier permeability regression values from the B3DB database. The task is: Regression/Classification. Given a drug SMILES string, predict its absorption, distribution, metabolism, or excretion properties. Task type varies by dataset: regression for continuous measurements (e.g., permeability, clearance, half-life) or binary classification for categorical outcomes (e.g., BBB penetration, CYP inhibition). For this dataset (b3db_regression), we predict Y. (1) The compound is CCCC1=NC(=C2N1N=C(NC2=O)C3=C(C=CC(=C3)S(=O)(=O)N4CCN(CC4)CC)OCC)C. The Y is -1.40 log(BB ratio). (2) The drug is CCCC(C)(COC(=O)N)COC(=O)NC. The Y is -0.180 log(BB ratio).